Dataset: Forward reaction prediction with 1.9M reactions from USPTO patents (1976-2016). Task: Predict the product of the given reaction. (1) Given the reactants [N:1]1([C:10]2[S:14][C:13]([C:15]([O:17][CH3:18])=[O:16])=[C:12]([OH:19])[CH:11]=2)[C:5]2[CH:6]=[CH:7][CH:8]=[CH:9][C:4]=2[N:3]=[CH:2]1.C([O-])([O-])=O.[K+].[K+].Br[CH2:27][C:28]1[CH:33]=[CH:32][CH:31]=[CH:30][C:29]=1[C:34]([F:37])([F:36])[F:35].O, predict the reaction product. The product is: [N:1]1([C:10]2[S:14][C:13]([C:15]([O:17][CH3:18])=[O:16])=[C:12]([O:19][CH2:27][C:28]3[CH:33]=[CH:32][CH:31]=[CH:30][C:29]=3[C:34]([F:35])([F:36])[F:37])[CH:11]=2)[C:5]2[CH:6]=[CH:7][CH:8]=[CH:9][C:4]=2[N:3]=[CH:2]1. (2) Given the reactants [OH:1][CH2:2][C:3]([C:6]1[CH:10]=[C:9]([NH:11][C:12]([C@@H:14]2[CH2:18][CH2:17][CH2:16][N:15]2[CH:19]2[CH2:24][CH2:23][O:22][CH2:21][CH2:20]2)=[O:13])[O:8][N:7]=1)([CH3:5])[CH3:4].CC(OI1(OC(C)=O)(OC(C)=O)OC(=O)C2C1=CC=CC=2)=O, predict the reaction product. The product is: [CH3:5][C:3]([C:6]1[CH:10]=[C:9]([NH:11][C:12]([C@@H:14]2[CH2:18][CH2:17][CH2:16][N:15]2[CH:19]2[CH2:20][CH2:21][O:22][CH2:23][CH2:24]2)=[O:13])[O:8][N:7]=1)([CH3:4])[CH:2]=[O:1]. (3) Given the reactants [Br:1][C:2]1[CH:3]=[N:4][C:5]2[N:6]([N:8]=[C:9]([C:11]([OH:13])=O)[CH:10]=2)[CH:7]=1.[O:14]1[CH:18]=[CH:17][C:16]([C:19]2[N:23]3[CH2:24][CH2:25][NH:26][CH:27]([CH3:28])[C:22]3=[N:21][N:20]=2)=[CH:15]1, predict the reaction product. The product is: [Br:1][C:2]1[CH:3]=[N:4][C:5]2[N:6]([N:8]=[C:9]([C:11]([N:26]3[CH2:25][CH2:24][N:23]4[C:19]([C:16]5[CH:17]=[CH:18][O:14][CH:15]=5)=[N:20][N:21]=[C:22]4[CH:27]3[CH3:28])=[O:13])[CH:10]=2)[CH:7]=1. (4) The product is: [CH3:37][O:39][N:40]=[C:16]([C:18]1[CH:23]=[CH:22][CH:21]=[C:20]([NH:24][C:25]2[C:34]3[C:29](=[CH:30][CH:31]=[CH:32][CH:33]=3)[N:28]=[C:27]([CH3:35])[CH:26]=2)[CH:19]=1)[CH2:15][CH2:14][N:11]1[CH2:12][CH2:13][CH:8]([CH2:1][C:2]2[CH:3]=[CH:4][CH:5]=[CH:6][CH:7]=2)[CH2:9][CH2:10]1. Given the reactants [CH2:1]([CH:8]1[CH2:13][CH2:12][N:11]([CH2:14][CH2:15][C:16]([C:18]2[CH:23]=[CH:22][CH:21]=[C:20]([NH:24][C:25]3[C:34]4[C:29](=[CH:30][CH:31]=[CH:32][CH:33]=4)[N:28]=[C:27]([CH3:35])[CH:26]=3)[CH:19]=2)=O)[CH2:10][CH2:9]1)[C:2]1[CH:7]=[CH:6][CH:5]=[CH:4][CH:3]=1.Cl.[CH2:37]([O:39][NH2:40])C.N1C=CC=CC=1, predict the reaction product. (5) Given the reactants [NH:1]1[CH:5]=[CH:4][N:3]=[C:2]1[C:6]1[CH:11]=[CH:10][C:9]([C:12]2[CH:13]=[N:14][N:15]3[CH:20]=[CH:19][C:18]([N:21]4[C@@H:25]([CH:26]([CH3:28])[CH3:27])[CH2:24][N:23]([CH2:29][CH:30]5[CH2:35][CH2:34][NH:33][CH2:32][CH2:31]5)[C:22]4=[O:36])=[N:17][C:16]=23)=[CH:8][CH:7]=1.C=O.[BH3-][C:40]#N.[Na+].C1(N)C(F)=C(F)C(F)=C(N)C=1F.[ClH:55].Cl.Cl, predict the reaction product. The product is: [ClH:55].[ClH:55].[NH:3]1[CH:4]=[CH:5][N:1]=[C:2]1[C:6]1[CH:11]=[CH:10][C:9]([C:12]2[CH:13]=[N:14][N:15]3[CH:20]=[CH:19][C:18]([N:21]4[C@@H:25]([CH:26]([CH3:28])[CH3:27])[CH2:24][N:23]([CH2:29][CH:30]5[CH2:35][CH2:34][N:33]([CH3:40])[CH2:32][CH2:31]5)[C:22]4=[O:36])=[N:17][C:16]=23)=[CH:8][CH:7]=1.